Dataset: NCI-60 drug combinations with 297,098 pairs across 59 cell lines. Task: Regression. Given two drug SMILES strings and cell line genomic features, predict the synergy score measuring deviation from expected non-interaction effect. (1) Drug 1: CC1=C2C(C(=O)C3(C(CC4C(C3C(C(C2(C)C)(CC1OC(=O)C(C(C5=CC=CC=C5)NC(=O)OC(C)(C)C)O)O)OC(=O)C6=CC=CC=C6)(CO4)OC(=O)C)OC)C)OC. Drug 2: C1CCC(CC1)NC(=O)N(CCCl)N=O. Cell line: SR. Synergy scores: CSS=95.9, Synergy_ZIP=4.05, Synergy_Bliss=3.96, Synergy_Loewe=4.03, Synergy_HSA=6.45. (2) Drug 1: CCCCCOC(=O)NC1=NC(=O)N(C=C1F)C2C(C(C(O2)C)O)O. Drug 2: CS(=O)(=O)CCNCC1=CC=C(O1)C2=CC3=C(C=C2)N=CN=C3NC4=CC(=C(C=C4)OCC5=CC(=CC=C5)F)Cl. Cell line: SNB-75. Synergy scores: CSS=5.23, Synergy_ZIP=-4.15, Synergy_Bliss=-8.67, Synergy_Loewe=-2.80, Synergy_HSA=-5.89. (3) Drug 1: C1=NNC2=C1C(=O)NC=N2. Drug 2: COCCOC1=C(C=C2C(=C1)C(=NC=N2)NC3=CC=CC(=C3)C#C)OCCOC.Cl. Cell line: CAKI-1. Synergy scores: CSS=6.07, Synergy_ZIP=-2.72, Synergy_Bliss=0.476, Synergy_Loewe=-2.81, Synergy_HSA=-0.629. (4) Drug 1: CS(=O)(=O)C1=CC(=C(C=C1)C(=O)NC2=CC(=C(C=C2)Cl)C3=CC=CC=N3)Cl. Drug 2: CCC(=C(C1=CC=CC=C1)C2=CC=C(C=C2)OCCN(C)C)C3=CC=CC=C3.C(C(=O)O)C(CC(=O)O)(C(=O)O)O. Cell line: SNB-19. Synergy scores: CSS=2.11, Synergy_ZIP=0.102, Synergy_Bliss=1.25, Synergy_Loewe=0.703, Synergy_HSA=0.524. (5) Drug 1: CC1=C(C=C(C=C1)NC2=NC=CC(=N2)N(C)C3=CC4=NN(C(=C4C=C3)C)C)S(=O)(=O)N.Cl. Drug 2: C1C(C(OC1N2C=C(C(=O)NC2=O)F)CO)O. Cell line: T-47D. Synergy scores: CSS=6.59, Synergy_ZIP=-0.888, Synergy_Bliss=3.70, Synergy_Loewe=3.32, Synergy_HSA=3.33. (6) Drug 1: CCC(=C(C1=CC=CC=C1)C2=CC=C(C=C2)OCCN(C)C)C3=CC=CC=C3.C(C(=O)O)C(CC(=O)O)(C(=O)O)O. Drug 2: CNC(=O)C1=NC=CC(=C1)OC2=CC=C(C=C2)NC(=O)NC3=CC(=C(C=C3)Cl)C(F)(F)F. Cell line: MOLT-4. Synergy scores: CSS=0.593, Synergy_ZIP=3.75, Synergy_Bliss=5.46, Synergy_Loewe=1.07, Synergy_HSA=-1.75. (7) Drug 1: C1CCN(CC1)CCOC2=CC=C(C=C2)C(=O)C3=C(SC4=C3C=CC(=C4)O)C5=CC=C(C=C5)O. Drug 2: CC1C(C(CC(O1)OC2CC(CC3=C2C(=C4C(=C3O)C(=O)C5=C(C4=O)C(=CC=C5)OC)O)(C(=O)CO)O)N)O.Cl. Cell line: ACHN. Synergy scores: CSS=40.7, Synergy_ZIP=-0.982, Synergy_Bliss=-1.73, Synergy_Loewe=-1.52, Synergy_HSA=-0.777.